From a dataset of Full USPTO retrosynthesis dataset with 1.9M reactions from patents (1976-2016). Predict the reactants needed to synthesize the given product. (1) Given the product [C:32]([C:36]1[CH:37]=[CH:38][C:39]([C:40]([NH:28][C:25]2[CH:26]=[CH:27][C:22]([C:19]3[S:18][C:17]([C:15]([NH:14][CH:9]([CH:8]([CH3:31])[CH3:7])[C:10]([O:12][CH3:13])=[O:11])=[O:16])=[N:21][CH:20]=3)=[CH:23][CH:24]=2)=[O:41])=[CH:43][CH:44]=1)([CH3:35])([CH3:33])[CH3:34], predict the reactants needed to synthesize it. The reactants are: N1C=CC=CC=1.[CH3:7][CH:8]([CH3:31])[CH:9]([NH:14][C:15]([C:17]1[S:18][C:19]([C:22]2[CH:27]=[CH:26][C:25]([N+:28]([O-])=O)=[CH:24][CH:23]=2)=[CH:20][N:21]=1)=[O:16])[C:10]([O:12][CH3:13])=[O:11].[C:32]([C:36]1[CH:44]=[CH:43][C:39]([C:40](Cl)=[O:41])=[CH:38][CH:37]=1)([CH3:35])([CH3:34])[CH3:33]. (2) Given the product [Br:11][C:12]1[C:17]([F:18])=[CH:16][C:15]([S:19]([NH:2][C:3]2[S:4][C:5]3[CH2:10][CH2:9][CH2:8][C:6]=3[N:7]=2)(=[O:20])=[O:21])=[C:14]([F:23])[CH:13]=1, predict the reactants needed to synthesize it. The reactants are: Cl.[NH2:2][C:3]1[S:4][C:5]2[CH2:10][CH2:9][CH2:8][C:6]=2[N:7]=1.[Br:11][C:12]1[C:17]([F:18])=[CH:16][C:15]([S:19](Cl)(=[O:21])=[O:20])=[C:14]([F:23])[CH:13]=1. (3) Given the product [CH3:20][O:21][C:22]([C:24]1[C:32]2[C:27](=[CH:28][CH:29]=[CH:30][CH:31]=2)[N:26]([C:8]2[C:17]3[C:12](=[CH:13][CH:14]=[C:15]([O:18][CH3:19])[CH:16]=3)[N:11]=[CH:10][CH:9]=2)[CH:25]=1)=[O:23], predict the reactants needed to synthesize it. The reactants are: C(=O)([O-])[O-].[K+].[K+].Cl[C:8]1[C:17]2[C:12](=[CH:13][CH:14]=[C:15]([O:18][CH3:19])[CH:16]=2)[N:11]=[CH:10][CH:9]=1.[CH3:20][O:21][C:22]([C:24]1[C:32]2[C:27](=[CH:28][CH:29]=[CH:30][CH:31]=2)[NH:26][CH:25]=1)=[O:23]. (4) Given the product [NH2:1][C:2]1[C:6]2[C:7](=[O:11])[NH:8][CH:9]=[CH:10][C:5]=2[N:4]([C@@H:19]2[C@@H:24]([C:25]#[N:26])[CH2:23][CH2:22][O:21][CH2:20]2)[N:3]=1, predict the reactants needed to synthesize it. The reactants are: [NH2:1][C:2]1[C:6]2[C:7]([O:11]CC3C=CC=CC=3)=[N:8][CH:9]=[CH:10][C:5]=2[N:4]([C@@H:19]2[C@@H:24]([C:25]#[N:26])[CH2:23][CH2:22][O:21][CH2:20]2)[N:3]=1.